Dataset: Reaction yield outcomes from USPTO patents with 853,638 reactions. Task: Predict the reaction yield, written as a fraction of the theoretical maximum amount of product (1.0 means a 100% yield; for example, 0.34 means a 34% yield). The reactants are [CH:1]([N:4]1[C:8]([C:9]2[S:10][C:11]3[CH2:12][CH2:13][O:14][C:15]4[CH:22]=[CH:21][C:20]([CH:23]5[CH2:26][N:25]([CH2:27][CH2:28][O:29]C6CCCCO6)[CH2:24]5)=[CH:19][C:16]=4[C:17]=3[N:18]=2)=[N:7][CH:6]=[N:5]1)([CH3:3])[CH3:2].Cl.O1CCOCC1. The catalyst is CO.C(Cl)Cl. The product is [CH:1]([N:4]1[C:8]([C:9]2[S:10][C:11]3[CH2:12][CH2:13][O:14][C:15]4[CH:22]=[CH:21][C:20]([CH:23]5[CH2:24][N:25]([CH2:27][CH2:28][OH:29])[CH2:26]5)=[CH:19][C:16]=4[C:17]=3[N:18]=2)=[N:7][CH:6]=[N:5]1)([CH3:3])[CH3:2]. The yield is 0.320.